From a dataset of Reaction yield outcomes from USPTO patents with 853,638 reactions. Predict the reaction yield, written as a fraction of the theoretical maximum amount of product (1.0 means a 100% yield; for example, 0.34 means a 34% yield). (1) The reactants are Br[C:2]1[CH:3]=[N:4][CH:5]=[CH:6][C:7]=1[C:8]([O:10][CH3:11])=[O:9].[CH2:12]([Zn]CC)[CH3:13].O.Cl. The catalyst is O1CCOCC1.Cl[Pd]Cl. The product is [CH2:12]([C:2]1[CH:3]=[N:4][CH:5]=[CH:6][C:7]=1[C:8]([O:10][CH3:11])=[O:9])[CH3:13]. The yield is 0.190. (2) The reactants are Cl.[F:2][C:3]([F:20])([F:19])[C:4]1[CH:5]=[C:6]([CH:10]2[CH2:13][C:12]3([CH2:18][CH2:17][NH:16][CH2:15][CH2:14]3)[CH2:11]2)[CH:7]=[CH:8][CH:9]=1.C1([O:27][C:28](=O)[NH:29][C:30]2[O:34][N:33]=[C:32]([CH3:35])[C:31]=2[CH3:36])C=CC=CC=1. No catalyst specified. The product is [CH3:35][C:32]1[C:31]([CH3:36])=[C:30]([NH:29][C:28]([N:16]2[CH2:17][CH2:18][C:12]3([CH2:13][CH:10]([C:6]4[CH:7]=[CH:8][CH:9]=[C:4]([C:3]([F:2])([F:19])[F:20])[CH:5]=4)[CH2:11]3)[CH2:14][CH2:15]2)=[O:27])[O:34][N:33]=1. The yield is 0.550. (3) The reactants are [CH3:1][O:2][C:3]1[C:8]2[N:9]=[C:10]([NH:12][C:13]([C:15]3[S:16][C:17]([CH3:20])=[CH:18][CH:19]=3)=[O:14])[S:11][C:7]=2[C:6]([N:21]2[CH2:26][CH2:25][NH:24][CH2:23][CH2:22]2)=[CH:5][CH:4]=1.[C:27](Cl)(=[O:29])[CH3:28].N1C=CC=CC=1. The catalyst is CN(C=O)C. The product is [C:27]([N:24]1[CH2:23][CH2:22][N:21]([C:6]2[C:7]3[S:11][C:10]([NH:12][C:13]([C:15]4[S:16][C:17]([CH3:20])=[CH:18][CH:19]=4)=[O:14])=[N:9][C:8]=3[C:3]([O:2][CH3:1])=[CH:4][CH:5]=2)[CH2:26][CH2:25]1)(=[O:29])[CH3:28]. The yield is 0.550. (4) The reactants are [Br:1][C:2]1[C:3]([NH:9][CH:10]2[CH2:15][CH2:14][CH:13]([OH:16])[CH2:12][CH2:11]2)=[N:4][C:5](Cl)=[N:6][CH:7]=1.[CH2:17]([NH2:21])[CH2:18][CH2:19][CH3:20]. The catalyst is C1(C)C=CC=CC=1. The product is [Br:1][C:2]1[C:3]([NH:9][C@H:10]2[CH2:15][CH2:14][C@H:13]([OH:16])[CH2:12][CH2:11]2)=[N:4][C:5]([NH:21][CH2:17][CH2:18][CH2:19][CH3:20])=[N:6][CH:7]=1. The yield is 0.920. (5) The reactants are [CH2:1]([C:3]([C:28]1[CH:33]=[CH:32][C:31](OS(C(F)(F)F)(=O)=O)=[C:30]([CH3:42])[CH:29]=1)([C:6]1[CH:11]=[CH:10][C:9]([C:12]#[C:13][C:14]([O:23][CH2:24][O:25][CH3:26])([C:19]([F:22])([F:21])[F:20])[C:15]([F:18])([F:17])[F:16])=[C:8]([CH3:27])[CH:7]=1)[CH2:4][CH3:5])[CH3:2].CCN(CC)CC.[CH3:50][O:51][C:52](=[O:58])[CH2:53][CH2:54][CH2:55][C:56]#[CH:57].C(OCC)(=O)C. The catalyst is CN(C=O)C.Cl[Pd](Cl)([P](C1C=CC=CC=1)(C1C=CC=CC=1)C1C=CC=CC=1)[P](C1C=CC=CC=1)(C1C=CC=CC=1)C1C=CC=CC=1. The product is [CH3:50][O:51][C:52](=[O:58])[CH2:53][CH2:54][CH2:55][C:56]#[C:57][C:31]1[CH:32]=[CH:33][C:28]([C:3]([CH2:4][CH3:5])([C:6]2[CH:11]=[CH:10][C:9]([C:12]#[C:13][C:14]([O:23][CH2:24][O:25][CH3:26])([C:19]([F:22])([F:21])[F:20])[C:15]([F:18])([F:17])[F:16])=[C:8]([CH3:27])[CH:7]=2)[CH2:1][CH3:2])=[CH:29][C:30]=1[CH3:42]. The yield is 0.380. (6) The reactants are [CH3:1][C:2]1[C:6]([C:7]2[CH:8]=[CH:9][C:10]([C:23](OC)=[O:24])=[C:11]3[C:16]=2[O:15][CH2:14][CH:13]([C:17]2[CH:22]=[CH:21][CH:20]=[CH:19][CH:18]=2)[NH:12]3)=[C:5]([CH3:27])[O:4][N:3]=1.[AlH4-].[Li+]. The catalyst is O1CCCC1. The product is [CH3:1][C:2]1[C:6]([C:7]2[C:16]3[O:15][CH2:14][CH:13]([C:17]4[CH:22]=[CH:21][CH:20]=[CH:19][CH:18]=4)[NH:12][C:11]=3[C:10]([CH2:23][OH:24])=[CH:9][CH:8]=2)=[C:5]([CH3:27])[O:4][N:3]=1. The yield is 0.940. (7) The reactants are Cl.Cl.Cl.[NH2:4][CH2:5][C@H:6]([N:11]1[CH2:16][CH2:15][N:14]([CH2:17][C:18]2[CH:23]=[CH:22][C:21]([F:24])=[CH:20][CH:19]=2)[CH2:13][CH2:12]1)[C:7]([O:9][CH3:10])=[O:8].Cl.[CH3:26][C:27]1[CH:36]=[C:35]([CH2:37][O:38][C:39]2[CH:44]=[CH:43][C:42]([S:45](Cl)(=[O:47])=[O:46])=[CH:41][CH:40]=2)[C:34]2[C:29](=[CH:30][CH:31]=[CH:32][CH:33]=2)[N:28]=1. No catalyst specified. The product is [F:24][C:21]1[CH:20]=[CH:19][C:18]([CH2:17][N:14]2[CH2:13][CH2:12][N:11]([C@@H:6]([CH2:5][NH:4][S:45]([C:42]3[CH:43]=[CH:44][C:39]([O:38][CH2:37][C:35]4[C:34]5[C:29](=[CH:30][CH:31]=[CH:32][CH:33]=5)[N:28]=[C:27]([CH3:26])[CH:36]=4)=[CH:40][CH:41]=3)(=[O:46])=[O:47])[C:7]([O:9][CH3:10])=[O:8])[CH2:16][CH2:15]2)=[CH:23][CH:22]=1. The yield is 0.460. (8) The yield is 0.630. The product is [Cl:1][C:2]1[C:3]2[CH:10]=[C:9]([C:11]#[N:13])[S:8][C:4]=2[N:5]=[CH:6][N:7]=1. The reactants are [Cl:1][C:2]1[C:3]2[CH:10]=[C:9]([C:11]([NH2:13])=O)[S:8][C:4]=2[N:5]=[CH:6][N:7]=1.N1C(Cl)=NC(Cl)=NC=1Cl. The catalyst is CN(C=O)C. (9) The reactants are [Cl:1][C:2]1[CH:6]=[N:5][N:4]([CH3:7])[C:3]=1[C:8]1[CH:9]=[C:10]([NH2:16])[CH:11]=[CH:12][C:13]=1[O:14][CH3:15].[Cl:17][C:18]1[CH:23]=[CH:22][C:21]([N:24]=[C:25]=[O:26])=[C:20]([C:27]([F:30])([F:29])[F:28])[CH:19]=1. No catalyst specified. The product is [Cl:1][C:2]1[CH:6]=[N:5][N:4]([CH3:7])[C:3]=1[C:8]1[CH:9]=[C:10]([NH:16][C:25]([NH:24][C:21]2[CH:22]=[CH:23][C:18]([Cl:17])=[CH:19][C:20]=2[C:27]([F:29])([F:28])[F:30])=[O:26])[CH:11]=[CH:12][C:13]=1[O:14][CH3:15]. The yield is 0.0800.